Regression. Given two drug SMILES strings and cell line genomic features, predict the synergy score measuring deviation from expected non-interaction effect. From a dataset of NCI-60 drug combinations with 297,098 pairs across 59 cell lines. (1) Drug 1: CC(C)(C#N)C1=CC(=CC(=C1)CN2C=NC=N2)C(C)(C)C#N. Drug 2: C#CCC(CC1=CN=C2C(=N1)C(=NC(=N2)N)N)C3=CC=C(C=C3)C(=O)NC(CCC(=O)O)C(=O)O. Cell line: HL-60(TB). Synergy scores: CSS=24.7, Synergy_ZIP=-3.45, Synergy_Bliss=1.84, Synergy_Loewe=-67.5, Synergy_HSA=3.50. (2) Cell line: CCRF-CEM. Synergy scores: CSS=47.1, Synergy_ZIP=3.07, Synergy_Bliss=2.88, Synergy_Loewe=-4.26, Synergy_HSA=1.83. Drug 2: C1=CN(C=N1)CC(O)(P(=O)(O)O)P(=O)(O)O. Drug 1: COC1=NC(=NC2=C1N=CN2C3C(C(C(O3)CO)O)O)N.